Dataset: Reaction yield outcomes from USPTO patents with 853,638 reactions. Task: Predict the reaction yield, written as a fraction of the theoretical maximum amount of product (1.0 means a 100% yield; for example, 0.34 means a 34% yield). (1) The reactants are [CH2:1]([N:4]([CH2:6][C:7]([O:9][CH2:10][CH3:11])=[O:8])[NH2:5])[CH:2]=[CH2:3].[CH2:12]([N:19]=[C:20]=[O:21])[C:13]1[CH:18]=[CH:17][CH:16]=[CH:15][CH:14]=1. The catalyst is O1CCCC1.C(OCC)(=O)C. The product is [CH2:1]([N:4]([CH2:6][C:7]([O:9][CH2:10][CH3:11])=[O:8])[NH:5][C:20](=[O:21])[NH:19][CH2:12][C:13]1[CH:18]=[CH:17][CH:16]=[CH:15][CH:14]=1)[CH:2]=[CH2:3]. The yield is 0.750. (2) The reactants are [CH2:1]([O:3][C:4]1[CH:5]=[C:6]([CH:10]=[CH:11][CH:12]=1)[C:7](Cl)=[O:8])[CH3:2].[N:13]1[CH:18]=[CH:17][C:16]([C:19]2[CH:23]=[C:22]([NH2:24])[O:21][N:20]=2)=[CH:15][CH:14]=1.N1C=CC=CC=1. The catalyst is C(#N)C. The product is [CH2:1]([O:3][C:4]1[CH:5]=[C:6]([CH:10]=[CH:11][CH:12]=1)[C:7]([NH:24][C:22]1[O:21][N:20]=[C:19]([C:16]2[CH:17]=[CH:18][N:13]=[CH:14][CH:15]=2)[CH:23]=1)=[O:8])[CH3:2]. The yield is 0.266. (3) The reactants are [C:1]([C:3]1[CH:8]=[CH:7][CH:6]=[CH:5][C:4]=1[C:9]1[CH:14]=[CH:13][C:12]([CH2:15][C:16]2[C:17](=[O:39])[N:18]([C@H:28]3[CH2:33][CH2:32][C@H:31]([O:34][CH2:35][C:36](O)=[O:37])[CH2:30][CH2:29]3)[C:19]3[N:20]([N:25]=[CH:26][N:27]=3)[C:21]=2[CH2:22][CH2:23][CH3:24])=[CH:11][CH:10]=1)#[N:2].[C:40]([NH:43][NH2:44])(=[O:42])[CH3:41].Cl.C(N=C=NCCCN(C)C)C.ON1C2C=CC=CC=2N=N1. The catalyst is O.C(OCC)(=O)C.CN(C=O)C. The product is [C:40]([NH:43][NH:44][C:36](=[O:37])[CH2:35][O:34][C@H:31]1[CH2:32][CH2:33][C@H:28]([N:18]2[C:17](=[O:39])[C:16]([CH2:15][C:12]3[CH:13]=[CH:14][C:9]([C:4]4[CH:5]=[CH:6][CH:7]=[CH:8][C:3]=4[C:1]#[N:2])=[CH:10][CH:11]=3)=[C:21]([CH2:22][CH2:23][CH3:24])[N:20]3[N:25]=[CH:26][N:27]=[C:19]23)[CH2:29][CH2:30]1)(=[O:42])[CH3:41]. The yield is 0.760. (4) The reactants are Br[CH:2]1[C:10]2([CH2:15][CH2:14][N:13]([C:16]([O:18][CH2:19][C:20]3[CH:25]=[CH:24][CH:23]=[CH:22][CH:21]=3)=[O:17])[CH2:12][CH2:11]2)[CH2:9][C:8]2[CH:7]=[N:6][N:5]([C:26]([CH3:29])([CH3:28])[CH3:27])[C:4]=2[C:3]1=[O:30].[Cl-].[NH4+]. The catalyst is O1CCCC1.[Zn]. The product is [C:26]([N:5]1[C:4]2[C:3](=[O:30])[CH2:2][C:10]3([CH2:11][CH2:12][N:13]([C:16]([O:18][CH2:19][C:20]4[CH:21]=[CH:22][CH:23]=[CH:24][CH:25]=4)=[O:17])[CH2:14][CH2:15]3)[CH2:9][C:8]=2[CH:7]=[N:6]1)([CH3:29])([CH3:27])[CH3:28]. The yield is 0.960. (5) The reactants are CO.C[O:4][C:5](=[O:30])[C:6]1[C:11]([NH:12][C:13](=[O:29])[CH:14]([NH:18][C:19]([O:21][CH2:22][C:23]2[CH:28]=[CH:27][CH:26]=[CH:25][CH:24]=2)=[O:20])[CH:15]([CH3:17])[CH3:16])=[CH:10][CH:9]=[N:8][CH:7]=1.[OH-].[Na+]. The catalyst is O. The product is [CH2:22]([O:21][C:19]([NH:18][CH:14]([CH:15]([CH3:17])[CH3:16])[C:13]([NH:12][C:11]1[C:6]([C:5]([OH:30])=[O:4])=[CH:7][N:8]=[CH:9][CH:10]=1)=[O:29])=[O:20])[C:23]1[CH:24]=[CH:25][CH:26]=[CH:27][CH:28]=1. The yield is 0.990. (6) The reactants are Br[C:2]1[CH:7]=[CH:6][C:5]([CH2:8][O:9][Si:10]([C:13]([CH3:16])([CH3:15])[CH3:14])([CH3:12])[CH3:11])=[CH:4][N:3]=1.[CH:17]([Sn](CCCC)(CCCC)CCCC)=[CH2:18].N#N. The catalyst is O1CCOCC1.Cl[Pd](Cl)([P](C1C=CC=CC=1)(C1C=CC=CC=1)C1C=CC=CC=1)[P](C1C=CC=CC=1)(C1C=CC=CC=1)C1C=CC=CC=1. The product is [Si:10]([O:9][CH2:8][C:5]1[CH:6]=[CH:7][C:2]([CH:17]=[CH2:18])=[N:3][CH:4]=1)([C:13]([CH3:16])([CH3:15])[CH3:14])([CH3:12])[CH3:11]. The yield is 0.840. (7) The reactants are [F:1][C:2]([F:10])([F:9])[C:3]1[N:4]=[C:5]([NH2:8])[S:6][CH:7]=1.[N:11]([C:14]1[CH:19]=[CH:18][C:17]([O:20][CH3:21])=[CH:16][C:15]=1[CH3:22])=[C:12]=[S:13].[H-].[Na+].Cl. The catalyst is C1COCC1. The product is [CH3:21][O:20][C:17]1[CH:18]=[CH:19][C:14]([NH:11][C:12]([NH:8][C:5]2[S:6][CH:7]=[C:3]([C:2]([F:10])([F:9])[F:1])[N:4]=2)=[S:13])=[C:15]([CH3:22])[CH:16]=1. The yield is 0.480. (8) The reactants are [CH2:1]([O:8][C:9]1[CH:10]=[C:11]([OH:17])[CH:12]=[C:13]([CH2:15][OH:16])[CH:14]=1)[C:2]1[CH:7]=[CH:6][CH:5]=[CH:4][CH:3]=1.[CH:18]1([CH2:21]Br)[CH2:20][CH2:19]1.C([O-])([O-])=O.[K+].[K+].CCOC(C)=O. The catalyst is CN(C=O)C. The product is [CH2:1]([O:8][C:9]1[CH:14]=[C:13]([CH2:15][OH:16])[CH:12]=[C:11]([O:17][CH2:21][CH:18]2[CH2:20][CH2:19]2)[CH:10]=1)[C:2]1[CH:7]=[CH:6][CH:5]=[CH:4][CH:3]=1. The yield is 0.700.